Predict the reactants needed to synthesize the given product. From a dataset of Full USPTO retrosynthesis dataset with 1.9M reactions from patents (1976-2016). (1) Given the product [CH2:9]([NH:13][C:14]([C:16]1[CH:31]=[CH:30][C:19]2[S:20][C:21]3[CH:29]=[CH:28][CH:27]=[CH:26][C:22]=3[C:23]([C:6]3[S:7][C:3]([Cl:2])=[CH:4][CH:5]=3)=[N:24][C:18]=2[CH:17]=1)=[O:15])[CH:10]([CH3:12])[CH3:11], predict the reactants needed to synthesize it. The reactants are: [Br-].[Cl:2][C:3]1[S:7][C:6]([Zn+])=[CH:5][CH:4]=1.[CH2:9]([NH:13][C:14]([C:16]1[CH:31]=[CH:30][C:19]2[S:20][C:21]3[CH:29]=[CH:28][CH:27]=[CH:26][C:22]=3[C:23](Cl)=[N:24][C:18]=2[CH:17]=1)=[O:15])[CH:10]([CH3:12])[CH3:11]. (2) Given the product [O:25]1[CH:29]=[CH:28][C:27]([C:30]([N:21]2[CH2:22][CH2:23][N:18]([C:6]3[N:5]=[C:4]([CH:1]([CH3:3])[CH3:2])[CH:11]=[C:10]([C:12]4[CH:17]=[CH:16][CH:15]=[CH:14][CH:13]=4)[C:7]=3[C:8]#[N:9])[CH2:19][C@H:20]2[CH3:24])=[O:31])=[CH:26]1, predict the reactants needed to synthesize it. The reactants are: [CH:1]([C:4]1[CH:11]=[C:10]([C:12]2[CH:17]=[CH:16][CH:15]=[CH:14][CH:13]=2)[C:7]([C:8]#[N:9])=[C:6]([N:18]2[CH2:23][CH2:22][NH:21][C@H:20]([CH3:24])[CH2:19]2)[N:5]=1)([CH3:3])[CH3:2].[O:25]1[CH:29]=[CH:28][C:27]([C:30](O)=[O:31])=[CH:26]1.CCN=C=NCCCN(C)C.C1C=CC2N(O)N=NC=2C=1.C(N(CC)CC)C. (3) The reactants are: F[C:2]1[CH:7]=[CH:6][CH:5]=[C:4](F)[N:3]=1.[Cl:9][C:10]1[CH:16]=[CH:15][C:13]([NH2:14])=[CH:12][CH:11]=1.[CH2:17]([O:19][C:20]([C:22]1[CH:26]=[CH:25][NH:24][N:23]=1)=[O:21])[CH3:18]. Given the product [CH2:17]([O:19][C:20]([C:22]1[CH:26]=[CH:25][N:24]([C:2]2[CH:7]=[CH:6][CH:5]=[C:4]([NH:14][C:13]3[CH:15]=[CH:16][C:10]([Cl:9])=[CH:11][CH:12]=3)[N:3]=2)[N:23]=1)=[O:21])[CH3:18], predict the reactants needed to synthesize it. (4) Given the product [CH2:18]([NH:19][C:11]([C:9]([NH:8][C:6](=[O:7])[O:5][C:1]([CH3:2])([CH3:3])[CH3:4])([CH3:10])[CH3:14])=[O:13])[CH2:17][CH:16]([CH3:20])[CH3:15], predict the reactants needed to synthesize it. The reactants are: [C:1]([O:5][C:6]([NH:8][C:9]([CH3:14])([C:11]([OH:13])=O)[CH3:10])=[O:7])([CH3:4])([CH3:3])[CH3:2].[CH3:15][CH:16]([CH3:20])[CH2:17][CH2:18][NH2:19].CCN(C(C)C)C(C)C.CN(C(ON1N=NC2C=CC=CC1=2)=[N+](C)C)C.[B-](F)(F)(F)F.